Dataset: Full USPTO retrosynthesis dataset with 1.9M reactions from patents (1976-2016). Task: Predict the reactants needed to synthesize the given product. (1) The reactants are: O=[C:2]1[NH:9][CH2:8][CH:7]2[N:10]([C:11]([O:13][C:14]([CH3:17])([CH3:16])[CH3:15])=[O:12])[CH:3]1[CH2:4][CH2:5][CH2:6]2.COC1C=CC(P2(SP(C3C=CC(OC)=CC=3)(=S)S2)=[S:27])=CC=1. Given the product [S:27]=[C:2]1[NH:9][CH2:8][CH:7]2[N:10]([C:11]([O:13][C:14]([CH3:17])([CH3:16])[CH3:15])=[O:12])[CH:3]1[CH2:4][CH2:5][CH2:6]2, predict the reactants needed to synthesize it. (2) Given the product [CH2:1]([O:8][C:9](=[O:29])[NH:10][CH2:11][C@H:12]1[CH2:17][CH2:16][C@H:15]([C:18]2[N:22]3[CH:23]=[CH:24][N:25]=[C:26]([Cl:27])[C:21]3=[CH:20][N:19]=2)[CH2:14][CH2:13]1)[C:2]1[CH:7]=[CH:6][CH:5]=[CH:4][CH:3]=1, predict the reactants needed to synthesize it. The reactants are: [CH2:1]([O:8][C:9](=[O:29])[NH:10][CH2:11][C@H:12]1[CH2:17][CH2:16][C@H:15]([C:18](=O)[NH:19][CH2:20][C:21]2[C:26]([Cl:27])=[N:25][CH:24]=[CH:23][N:22]=2)[CH2:14][CH2:13]1)[C:2]1[CH:7]=[CH:6][CH:5]=[CH:4][CH:3]=1.O=P(Cl)(Cl)Cl.C([O-])(O)=O.[Na+].O.